From a dataset of Full USPTO retrosynthesis dataset with 1.9M reactions from patents (1976-2016). Predict the reactants needed to synthesize the given product. (1) Given the product [CH2:1]([N:8]1[CH2:12][C@@H:11]([N:13]([CH2:26][CH2:27][CH:28]([CH3:29])[CH3:30])[S:14]([C:17]2[CH:22]=[CH:21][C:20]([N+:23]([O-:25])=[O:24])=[CH:19][CH:18]=2)(=[O:15])=[O:16])[C@H:10]([N:31]([CH3:57])[CH2:32][CH2:33][NH:34][C:35](=[O:55])[C@H:36]([CH:42]([C:49]2[CH:50]=[CH:51][CH:52]=[CH:53][CH:54]=2)[C:43]2[CH:48]=[CH:47][CH:46]=[CH:45][CH:44]=2)[NH:37][C:38]([O:40][CH3:41])=[O:39])[CH2:9]1)[C:2]1[CH:7]=[CH:6][CH:5]=[CH:4][CH:3]=1, predict the reactants needed to synthesize it. The reactants are: [CH2:1]([N:8]1[CH2:12][C@@H:11]([N:13]([CH2:26][CH2:27][CH:28]([CH3:30])[CH3:29])[S:14]([C:17]2[CH:22]=[CH:21][C:20]([N+:23]([O-:25])=[O:24])=[CH:19][CH:18]=2)(=[O:16])=[O:15])[C@H:10]([NH:31][CH2:32][CH2:33][NH:34][C:35](=[O:55])[C@H:36]([CH:42]([C:49]2[CH:54]=[CH:53][CH:52]=[CH:51][CH:50]=2)[C:43]2[CH:48]=[CH:47][CH:46]=[CH:45][CH:44]=2)[NH:37][C:38]([O:40][CH3:41])=[O:39])[CH2:9]1)[C:2]1[CH:7]=[CH:6][CH:5]=[CH:4][CH:3]=1.[BH3-][C:57]#N.[Na+]. (2) Given the product [Cl:1][C:2]1[CH:3]=[CH:4][C:5]([CH:8]([C:16]2[C:24]3[C:19](=[C:20]([CH2:25][S:26][CH3:27])[CH:21]=[CH:22][CH:23]=3)[NH:18][CH:17]=2)[CH:9]([CH3:15])[CH2:10][OH:11])=[CH:6][CH:7]=1, predict the reactants needed to synthesize it. The reactants are: [Cl:1][C:2]1[CH:7]=[CH:6][C:5]([CH:8]([C:16]2[C:24]3[C:19](=[C:20]([CH2:25][S:26][CH3:27])[CH:21]=[CH:22][CH:23]=3)[NH:18][CH:17]=2)[CH:9]([CH3:15])[C:10](OCC)=[O:11])=[CH:4][CH:3]=1.BrC1SC(C(C2C3C(=C(CSC)C=CC=3)NC=2)CCO)=CN=1. (3) Given the product [CH3:10][C:5]([C:11]1[S:15][C:14]([CH2:16][OH:17])=[CH:13][CH:12]=1)([CH3:4])[CH2:6][CH2:7][CH2:8][CH3:9], predict the reactants needed to synthesize it. The reactants are: C(O)C.[CH3:4][C:5]([C:11]1[S:15][C:14]([CH:16]=[O:17])=[CH:13][CH:12]=1)([CH3:10])[CH2:6][CH2:7][CH2:8][CH3:9].[BH4-].[K+].Cl.